This data is from Forward reaction prediction with 1.9M reactions from USPTO patents (1976-2016). The task is: Predict the product of the given reaction. Given the reactants [Br:1][C:2]1[CH:3]=[C:4]([O:12][C:13]2[CH:18]=[CH:17][CH:16]=[CH:15][CH:14]=2)[C:5]([NH:8][C:9]([NH2:11])=[S:10])=[N:6][CH:7]=1.[C:19]([N:22]1[CH2:27][CH2:26][CH:25]([C:28](=O)[CH2:29]Br)[CH2:24][CH2:23]1)(=[O:21])[CH3:20].CCN(C(C)C)C(C)C, predict the reaction product. The product is: [Br:1][C:2]1[CH:3]=[C:4]([O:12][C:13]2[CH:14]=[CH:15][CH:16]=[CH:17][CH:18]=2)[C:5]([NH:8][C:9]2[S:10][CH:29]=[C:28]([CH:25]3[CH2:26][CH2:27][N:22]([C:19](=[O:21])[CH3:20])[CH2:23][CH2:24]3)[N:11]=2)=[N:6][CH:7]=1.